From a dataset of Catalyst prediction with 721,799 reactions and 888 catalyst types from USPTO. Predict which catalyst facilitates the given reaction. (1) Reactant: C[O:2][C:3]([C:5]1[CH:6]=[C:7]2[C:12](=[CH:13][CH:14]=1)[NH:11][CH:10]([C:15]1[CH:20]=[CH:19][C:18]([F:21])=[C:17]([Cl:22])[CH:16]=1)[CH2:9][C:8]2([CH3:24])[CH3:23])=[O:4].[OH-].[Na+].Cl. Product: [Cl:22][C:17]1[CH:16]=[C:15]([CH:10]2[CH2:9][C:8]([CH3:23])([CH3:24])[C:7]3[C:12](=[CH:13][CH:14]=[C:5]([C:3]([OH:4])=[O:2])[CH:6]=3)[NH:11]2)[CH:20]=[CH:19][C:18]=1[F:21]. The catalyst class is: 364. (2) Reactant: Cl[C:2]1[CH:7]=[C:6]([C:8]([NH:10][C:11]2[S:12][C:13]([N:21]3[CH2:26][CH2:25][O:24][CH2:23][CH2:22]3)=[C:14]([C:16]3[O:17][CH:18]=[CH:19][CH:20]=3)[N:15]=2)=[O:9])[CH:5]=[CH:4][N:3]=1.[NH:27]1[CH2:32][CH2:31][O:30][CH2:29][CH2:28]1. Product: [O:17]1[CH:18]=[CH:19][CH:20]=[C:16]1[C:14]1[N:15]=[C:11]([NH:10][C:8]([C:6]2[CH:5]=[CH:4][N:3]=[C:2]([N:27]3[CH2:32][CH2:31][O:30][CH2:29][CH2:28]3)[CH:7]=2)=[O:9])[S:12][C:13]=1[N:21]1[CH2:26][CH2:25][O:24][CH2:23][CH2:22]1. The catalyst class is: 37. (3) Product: [F:1][C:2]1[CH:3]=[C:4]([CH:8]=[CH:9][C:10]=1[OH:11])[C:5]([N:14]([CH3:15])[CH3:13])=[O:6]. The catalyst class is: 347. Reactant: [F:1][C:2]1[CH:3]=[C:4]([CH:8]=[CH:9][C:10]=1[OH:11])[C:5](O)=[O:6].Cl.[CH3:13][NH:14][CH3:15].O.ON1C2C=CC=CC=2N=N1.Cl.C(N=C=NCCCN(C)C)C.O.Cl. (4) Reactant: P(Cl)(Cl)([O:3][C:4]1C=CC=CC=1)=O.CO[C:14]1[CH:22]=[CH:21][C:17]([C:18]([OH:20])=O)=[CH:16][C:15]=1[N:23]1[CH2:28][CH2:27][N:26]([CH3:29])[CH2:25][CH2:24]1.[N-:30]=[N+:31]=[N-:32].[Na+]. Product: [CH3:4][O:3][C:21]1[CH:22]=[CH:14][C:15]([N:23]2[CH2:24][CH2:25][N:26]([CH3:29])[CH2:27][CH2:28]2)=[CH:16][C:17]=1[C:18]([N:30]=[N+:31]=[N-:32])=[O:20]. The catalyst class is: 272. (5) Reactant: [NH:1]1[CH2:5][CH2:4][CH:3]([OH:6])[CH2:2]1.C(N(CC)CC)C.[CH2:14]([O:21][C:22](Cl)=[O:23])[C:15]1[CH:20]=[CH:19][CH:18]=[CH:17][CH:16]=1. Product: [CH2:14]([O:21][C:22]([N:1]1[CH2:5][CH2:4][CH:3]([OH:6])[CH2:2]1)=[O:23])[C:15]1[CH:20]=[CH:19][CH:18]=[CH:17][CH:16]=1. The catalyst class is: 2. (6) Reactant: C([Li])CCC.[CH3:6][O:7][C:8]1[CH:9]=[CH:10][C:11]2[N:12]([N:14]=[C:15]([C:17]3[CH:22]=[CH:21][CH:20]=[CH:19][CH:18]=3)[CH:16]=2)[CH:13]=1.[CH3:23][Si:24](Cl)([CH3:26])[CH3:25].[Cl-].[NH4+]. Product: [CH3:6][O:7][C:8]1[CH:9]=[CH:10][C:11]2[N:12]([N:14]=[C:15]([C:17]3[CH:18]=[CH:19][CH:20]=[CH:21][CH:22]=3)[CH:16]=2)[C:13]=1[Si:24]([CH3:26])([CH3:25])[CH3:23]. The catalyst class is: 188. (7) Reactant: [C:1]([O:5][C:6](=[O:16])[NH:7][C:8]1[CH:13]=[C:12]([Cl:14])[CH:11]=[C:10]([NH2:15])[CH:9]=1)([CH3:4])([CH3:3])[CH3:2].[C:17]([N:25]=[C:26]=[S:27])(=[O:24])[C:18]1[CH:23]=[CH:22][CH:21]=[CH:20][CH:19]=1. Product: [C:1]([O:5][C:6](=[O:16])[NH:7][C:8]1[CH:13]=[C:12]([Cl:14])[CH:11]=[C:10]([NH:15][C:26]([NH:25][C:17](=[O:24])[C:18]2[CH:19]=[CH:20][CH:21]=[CH:22][CH:23]=2)=[S:27])[CH:9]=1)([CH3:4])([CH3:2])[CH3:3]. The catalyst class is: 21. (8) Reactant: [NH2:1][CH2:2][C@@H:3]1[CH2:8][CH2:7][N:6]([C:9]([O:11][C:12]([CH3:15])([CH3:14])[CH3:13])=[O:10])[CH2:5][C@H:4]1[OH:16].[NH2:17][C:18]1[C:30]([Cl:31])=[CH:29][C:21]([C:22](N2C=CN=C2)=[O:23])=[C:20]([O:32][CH3:33])[C:19]=1[O:34][CH3:35]. Product: [NH2:17][C:18]1[C:30]([Cl:31])=[CH:29][C:21]([C:22]([NH:1][CH2:2][C@@H:3]2[CH2:8][CH2:7][N:6]([C:9]([O:11][C:12]([CH3:13])([CH3:15])[CH3:14])=[O:10])[CH2:5][C@H:4]2[OH:16])=[O:23])=[C:20]([O:32][CH3:33])[C:19]=1[O:34][CH3:35]. The catalyst class is: 10. (9) Reactant: [Cl-:1].[Mg+2:2].[Cl-].[CH2:4]([OH:15])[C@H:5]([C@H:7]([C@@H:9]([C@@H:11]([CH2:13][OH:14])[OH:12])[OH:10])[OH:8])[OH:6].Cl. Product: [Cl-:1].[Mg+2:2].[Cl-:1].[CH2:13]([OH:14])[C@H:11]([C@H:9]([C@@H:7]([C@@H:5]([CH2:4][OH:15])[OH:6])[OH:8])[OH:10])[OH:12]. The catalyst class is: 6. (10) Reactant: [NH2:1][C:2]1[S:3][C:4]([N+:7]([O-:9])=[O:8])=[CH:5][N:6]=1.C(N(CC)CC)C.[CH3:17][O:18][C:19]1[CH:24]=[CH:23][C:22]([CH2:25][CH2:26][CH2:27][C:28](Cl)=[O:29])=[CH:21][CH:20]=1. Product: [CH3:17][O:18][C:19]1[CH:24]=[CH:23][C:22]([CH2:25][CH2:26][CH2:27][C:28]([NH:1][C:2]2[S:3][C:4]([N+:7]([O-:9])=[O:8])=[CH:5][N:6]=2)=[O:29])=[CH:21][CH:20]=1. The catalyst class is: 2.